Dataset: Forward reaction prediction with 1.9M reactions from USPTO patents (1976-2016). Task: Predict the product of the given reaction. Given the reactants [C:1]([C:5]1[NH:6][C:7]([C:16]2[CH:21]=[CH:20][NH:19][C:18](=[O:22])[CH:17]=2)=[C:8]([C:10]2[CH:11]=[N:12][CH:13]=[CH:14][CH:15]=2)[N:9]=1)([CH3:4])([CH3:3])[CH3:2].CO, predict the reaction product. The product is: [C:1]([C:5]1[NH:6][C:7]2[C:16]3[CH:21]=[CH:20][NH:19][C:18](=[O:22])[C:17]=3[C:15]3[C:10]([C:8]=2[N:9]=1)=[CH:11][N:12]=[CH:13][CH:14]=3)([CH3:4])([CH3:2])[CH3:3].